Task: Predict the reaction yield, written as a fraction of the theoretical maximum amount of product (1.0 means a 100% yield; for example, 0.34 means a 34% yield).. Dataset: Reaction yield outcomes from USPTO patents with 853,638 reactions (1) The reactants are C(O[C:6]([N:8]1[CH2:13][CH2:12][N:11]([CH2:14][C:15]2([CH3:26])[O:19][C:18]3=[N:20][C:21]([N+:23]([O-:25])=[O:24])=[CH:22][N:17]3[CH2:16]2)[CH2:10][CH2:9]1)=O)(C)(C)C.FC(F)(F)C(O)=O.C(N(CC)CC)C.BrC[C:43]([NH:45][C:46]1[CH:51]=[CH:50][C:49]([C:52]([F:55])([F:54])[F:53])=[CH:48][CH:47]=1)=[O:44].C(=O)([O-])[O-].[K+].[K+].[I-].[Na+]. The catalyst is O. The product is [CH3:26][C:15]1([CH2:14][N:11]2[CH2:10][CH2:9][N:8]([CH2:6][C:43]([NH:45][C:46]3[CH:47]=[CH:48][C:49]([C:52]([F:53])([F:54])[F:55])=[CH:50][CH:51]=3)=[O:44])[CH2:13][CH2:12]2)[O:19][C:18]2=[N:20][C:21]([N+:23]([O-:25])=[O:24])=[CH:22][N:17]2[CH2:16]1. The yield is 0.610. (2) The reactants are [O:1]([C:8]1[C:21](C(C)(C)C)=[CH:20][C:19]([CH3:26])=[CH:18][C:9]=1/[N:10]=[CH:11]/[C:12]1[CH:17]=[CH:16][CH:15]=[CH:14][N:13]=1)[C:2]1[CH:7]=[CH:6][CH:5]=[CH:4][CH:3]=1.O(CCCC)CCCC.[C:36]1([Li])[CH:41]=[CH:40][CH:39]=[CH:38][CH:37]=1. The catalyst is C1COCC1. The product is [O:1]([C:8]1[CH:21]=[CH:20][C:19]([CH3:26])=[CH:18][C:9]=1[NH:10][CH:11]([C:36]1[CH:41]=[CH:40][CH:39]=[CH:38][CH:37]=1)[C:12]1[CH:17]=[CH:16][CH:15]=[CH:14][N:13]=1)[C:2]1[CH:3]=[CH:4][CH:5]=[CH:6][CH:7]=1. The yield is 0.620. (3) The yield is 0.500. The product is [CH:1]1[C:11]2[CH:10]=[CH:9][C:8]3[CH:12]=[CH:13][CH:14]=[CH:15][C:7]=3[N:6]([CH2:22][C:21]#[N:25])[C:5]=2[CH:4]=[CH:3][CH:2]=1. The reactants are [CH:1]1[C:11]2[CH:10]=[CH:9][C:8]3[CH:12]=[CH:13][CH:14]=[CH:15][C:7]=3[NH:6][C:5]=2[CH:4]=[CH:3][CH:2]=1.S([O-])([O-])(=O)=O.[CH2:21]([N+:25](CCCC)(CCCC)CCCC)[CH2:22]CC.C([N+](CCCC)(CCCC)CCCC)CCC.BrCC#N.[OH-].[Na+]. The catalyst is C(Cl)Cl.O. (4) The reactants are [C:1]1([C:7]2[NH:11][CH:10]=[C:9]([C:12](OCC)=[O:13])[CH:8]=2)[CH:6]=[CH:5][CH:4]=[CH:3][CH:2]=1.[H-].C([Al+]CC(C)C)C(C)C.O.S([O-])([O-])(=O)=O.[Mg+2]. The catalyst is O1CCCC1.C1(C)C=CC=CC=1. The product is [C:1]1([C:7]2[NH:11][CH:10]=[C:9]([CH2:12][OH:13])[CH:8]=2)[CH:6]=[CH:5][CH:4]=[CH:3][CH:2]=1. The yield is 0.870.